Task: Regression. Given a peptide amino acid sequence and an MHC pseudo amino acid sequence, predict their binding affinity value. This is MHC class I binding data.. Dataset: Peptide-MHC class I binding affinity with 185,985 pairs from IEDB/IMGT (1) The peptide sequence is FQFICNLLL. The MHC is HLA-A02:02 with pseudo-sequence HLA-A02:02. The binding affinity (normalized) is 0.808. (2) The peptide sequence is SAEVVTLWY. The MHC is HLA-A02:12 with pseudo-sequence HLA-A02:12. The binding affinity (normalized) is 0.0847. (3) The peptide sequence is CGDPSSFDY. The MHC is HLA-A26:01 with pseudo-sequence HLA-A26:01. The binding affinity (normalized) is 0. (4) The peptide sequence is YEDQLHRAS. The MHC is HLA-B08:02 with pseudo-sequence HLA-B08:02. The binding affinity (normalized) is 0.0847. (5) The peptide sequence is TLYCVHQRI. The MHC is HLA-B07:02 with pseudo-sequence HLA-B07:02. The binding affinity (normalized) is 0. (6) The peptide sequence is RGYVFQGL. The MHC is HLA-A30:01 with pseudo-sequence HLA-A30:01. The binding affinity (normalized) is 0.301. (7) The peptide sequence is ENRLPYYDPW. The MHC is Mamu-B17 with pseudo-sequence Mamu-B17. The binding affinity (normalized) is 0.583. (8) The peptide sequence is KPCIKVATV. The MHC is HLA-B51:01 with pseudo-sequence HLA-B51:01. The binding affinity (normalized) is 0.0658. (9) The peptide sequence is GTVDYYLAR. The MHC is HLA-A03:01 with pseudo-sequence HLA-A03:01. The binding affinity (normalized) is 0.535.